From a dataset of Full USPTO retrosynthesis dataset with 1.9M reactions from patents (1976-2016). Predict the reactants needed to synthesize the given product. (1) Given the product [C:13]([C:12]1[C:2]([N:17]2[CH2:22][CH2:21][CH:20]([C:23]([OH:25])=[O:24])[CH2:19][CH2:18]2)=[N:3][C:4]([CH2:15][CH3:16])=[C:5]([C:6]([O:8][CH2:9][CH3:10])=[O:7])[CH:11]=1)#[N:14], predict the reactants needed to synthesize it. The reactants are: Cl[C:2]1[C:12]([C:13]#[N:14])=[CH:11][C:5]([C:6]([O:8][CH2:9][CH3:10])=[O:7])=[C:4]([CH2:15][CH3:16])[N:3]=1.[NH:17]1[CH2:22][CH2:21][CH:20]([C:23]([OH:25])=[O:24])[CH2:19][CH2:18]1. (2) The reactants are: Br[C:2]1[C:3]([CH3:22])=[C:4]([N:8]2[N:17]=[CH:16][C:15]3[C:10](=[CH:11][CH:12]=[C:13]([CH:18]4[CH2:20][CH2:19]4)[CH:14]=3)[C:9]2=[O:21])[CH:5]=[CH:6][CH:7]=1.[B:23]1([B:23]2[O:27][C:26]([CH3:29])([CH3:28])[C:25]([CH3:31])([CH3:30])[O:24]2)[O:27][C:26]([CH3:29])([CH3:28])[C:25]([CH3:31])([CH3:30])[O:24]1.C([O-])(=O)C.[K+].O. Given the product [CH:18]1([C:13]2[CH:14]=[C:15]3[C:10](=[CH:11][CH:12]=2)[C:9](=[O:21])[N:8]([C:4]2[CH:5]=[CH:6][CH:7]=[C:2]([B:23]4[O:27][C:26]([CH3:29])([CH3:28])[C:25]([CH3:31])([CH3:30])[O:24]4)[C:3]=2[CH3:22])[N:17]=[CH:16]3)[CH2:20][CH2:19]1, predict the reactants needed to synthesize it. (3) Given the product [Cl:22][C:7]1[C:8]([NH:12][C:13](=[O:21])[CH2:14][CH:15]2[CH2:20][CH2:19][CH2:18][CH2:17][CH2:16]2)=[C:9]2[C:4](=[CH:5][CH:6]=1)[N:3]=[C:2]([N:23]1[CH2:27][CH2:26][C@H:25]([NH:28][CH2:29][CH2:30][C:31]#[N:32])[CH2:24]1)[CH:11]=[CH:10]2, predict the reactants needed to synthesize it. The reactants are: Cl[C:2]1[CH:11]=[CH:10][C:9]2[C:4](=[CH:5][CH:6]=[C:7]([Cl:22])[C:8]=2[NH:12][C:13](=[O:21])[CH2:14][CH:15]2[CH2:20][CH2:19][CH2:18][CH2:17][CH2:16]2)[N:3]=1.[NH:23]1[CH2:27][CH2:26][C@H:25]([NH:28][CH2:29][CH2:30][C:31]#[N:32])[CH2:24]1. (4) Given the product [CH:1]1([C:4]([NH:7][CH2:8][C:9]2[CH:10]=[C:11]([C:15]3[CH:16]=[C:17]4[C:22](=[N:23][CH:24]=3)[N:21]([C:25]([NH2:27])=[O:26])[CH2:20][CH2:19][CH2:18]4)[CH:12]=[N:13][CH:14]=2)=[O:6])[CH2:3][CH2:2]1, predict the reactants needed to synthesize it. The reactants are: [CH:1]1([C:4]([OH:6])=O)[CH2:3][CH2:2]1.[NH2:7][CH2:8][C:9]1[CH:10]=[C:11]([C:15]2[CH:16]=[C:17]3[C:22](=[N:23][CH:24]=2)[N:21]([C:25]([NH2:27])=[O:26])[CH2:20][CH2:19][CH2:18]3)[CH:12]=[N:13][CH:14]=1.CN(C(ON1N=NC2C=CC=NC1=2)=[N+](C)C)C.F[P-](F)(F)(F)(F)F.C(N(CC)CC)C. (5) Given the product [OH:14][C:7]1[CH:8]=[C:9]([OH:13])[CH:10]=[C:11]2[C:6]=1[C:4](=[O:5])[CH2:3][CH2:2][O:12]2, predict the reactants needed to synthesize it. The reactants are: Cl[CH2:2][CH2:3][C:4]([C:6]1[C:11]([OH:12])=[CH:10][C:9]([OH:13])=[CH:8][C:7]=1[OH:14])=[O:5].[OH-].[Na+]. (6) Given the product [NH:28]1[C:29]2[C:34](=[CH:33][CH:32]=[CH:31][CH:30]=2)[C:26]([C:24]2[C:23](=[O:22])[NH:17][C:15](=[O:16])[C:14]=2[C:12]2[CH:13]=[C:8]([N:5]3[CH2:6][CH2:7][N:2]([CH3:1])[CH2:3][CH2:4]3)[CH:9]=[CH:10][C:11]=2[N+:18]([O-:20])=[O:19])=[CH:27]1, predict the reactants needed to synthesize it. The reactants are: [CH3:1][N:2]1[CH2:7][CH2:6][N:5]([C:8]2[CH:9]=[CH:10][C:11]([N+:18]([O-:20])=[O:19])=[C:12]([CH2:14][C:15]([NH2:17])=[O:16])[CH:13]=2)[CH2:4][CH2:3]1.C[O:22][C:23](=O)[C:24]([C:26]1[C:34]2[C:29](=[CH:30][CH:31]=[CH:32][CH:33]=2)[NH:28][CH:27]=1)=O.CC([O-])(C)C.[K+]. (7) Given the product [ClH:1].[CH2:2]([N:4]([CH3:24])[CH:5]1[CH2:6][CH2:7][N:8]([C:11](=[O:23])[CH2:12][CH2:13][C:14]2[N:15]([CH2:19][C:20]([OH:22])=[O:21])[CH:16]=[CH:17][N:18]=2)[CH2:9][CH2:10]1)[CH3:3], predict the reactants needed to synthesize it. The reactants are: [ClH:1].[CH2:2]([N:4]([CH3:24])[CH:5]1[CH2:10][CH2:9][N:8]([C:11](=[O:23])[CH2:12][CH2:13][C:14]2[N:15]([CH2:19][C:20]([OH:22])=[O:21])[CH:16]=[CH:17][N:18]=2)[CH2:7][CH2:6]1)[CH3:3]. (8) Given the product [Cl:27][C:28]1[C:29]([OH:37])=[C:30]([CH:33]=[C:34]([Cl:36])[CH:35]=1)[CH2:31][N:12]1[CH2:13][CH2:14][C:9]([CH2:15][N:16]2[C:17](=[O:26])[C:18]3[C:23](=[CH:22][CH:21]=[CH:20][CH:19]=3)[C:24]2=[O:25])([F:8])[CH2:10][CH2:11]1, predict the reactants needed to synthesize it. The reactants are: FC(F)(F)C(O)=O.[F:8][C:9]1([CH2:15][N:16]2[C:24](=[O:25])[C:23]3[C:18](=[CH:19][CH:20]=[CH:21][CH:22]=3)[C:17]2=[O:26])[CH2:14][CH2:13][NH:12][CH2:11][CH2:10]1.[Cl:27][C:28]1[C:29]([OH:37])=[C:30]([CH:33]=[C:34]([Cl:36])[CH:35]=1)[CH:31]=O.[BH-](OC(C)=O)(OC(C)=O)OC(C)=O.[Na+]. (9) Given the product [Br:1][C:2]1[C:10]([F:11])=[CH:9][CH:8]=[C:7]2[C:3]=1[CH:4]=[N:5][N:6]2[C:15]1[CH:16]=[CH:17][C:18]([O:19][CH2:20][C:21]2[CH:22]=[CH:23][CH:24]=[CH:25][CH:26]=2)=[C:13]([F:12])[CH:14]=1, predict the reactants needed to synthesize it. The reactants are: [Br:1][C:2]1[C:10]([F:11])=[CH:9][CH:8]=[C:7]2[C:3]=1[CH:4]=[N:5][NH:6]2.[F:12][C:13]1[CH:14]=[C:15](B(O)O)[CH:16]=[CH:17][C:18]=1[O:19][CH2:20][C:21]1[CH:26]=[CH:25][CH:24]=[CH:23][CH:22]=1.N1C=CC=CC=1.B(O)O.